From a dataset of Full USPTO retrosynthesis dataset with 1.9M reactions from patents (1976-2016). Predict the reactants needed to synthesize the given product. (1) Given the product [CH2:12]([O:19][C:20]1[CH:27]=[CH:26][C:23]([CH:24]([O:25][CH3:30])[C:5]2[C:6]3[C:11](=[N:10][CH:9]=[CH:8][CH:7]=3)[NH:3][CH:4]=2)=[CH:22][C:21]=1[O:28][CH3:29])[C:13]1[CH:14]=[CH:15][CH:16]=[CH:17][CH:18]=1, predict the reactants needed to synthesize it. The reactants are: [OH-].[K+].[NH:3]1[C:11]2[C:6](=[CH:7][CH:8]=[CH:9][N:10]=2)[CH:5]=[CH:4]1.[CH2:12]([O:19][C:20]1[CH:27]=[CH:26][C:23]([CH:24]=[O:25])=[CH:22][C:21]=1[O:28][CH3:29])[C:13]1[CH:18]=[CH:17][CH:16]=[CH:15][CH:14]=1.[CH3:30]O. (2) Given the product [C:20]1([C:23]2[CH:24]=[CH:25][CH:26]=[CH:27][CH:28]=2)[CH:19]=[CH:18][C:17]([NH:16][C:15](=[O:29])[CH2:14][CH:11]2[CH2:12][CH2:13][NH:8][CH2:9][CH2:10]2)=[CH:22][CH:21]=1, predict the reactants needed to synthesize it. The reactants are: C(OC([N:8]1[CH2:13][CH2:12][CH:11]([CH2:14][C:15](=[O:29])[NH:16][C:17]2[CH:22]=[CH:21][C:20]([C:23]3[CH:28]=[CH:27][CH:26]=[CH:25][CH:24]=3)=[CH:19][CH:18]=2)[CH2:10][CH2:9]1)=O)(C)(C)C.Cl. (3) Given the product [Cl:1][C:2]1[CH:3]=[C:4]([C@H:9]([CH2:21][CH2:22][N:34]2[CH2:33][CH2:32][CH:31]([N:24]3[CH2:29][CH2:28][CH2:27][CH2:26][C:25]3=[O:30])[CH2:36][CH2:35]2)[CH2:10][N:11]([CH3:20])[C:12](=[O:19])[C:13]2[CH:14]=[CH:15][CH:16]=[CH:17][CH:18]=2)[CH:5]=[CH:6][C:7]=1[Cl:8], predict the reactants needed to synthesize it. The reactants are: [Cl:1][C:2]1[CH:3]=[C:4]([C@H:9]([CH2:21][CH:22]=O)[CH2:10][N:11]([CH3:20])[C:12](=[O:19])[C:13]2[CH:18]=[CH:17][CH:16]=[CH:15][CH:14]=2)[CH:5]=[CH:6][C:7]=1[Cl:8].[N:24]1([CH:31]2[CH2:36][CH2:35][NH:34][CH2:33][CH2:32]2)[CH2:29][CH2:28][CH2:27][CH2:26][C:25]1=[O:30].C(O)(=O)C.C([BH3-])#N.[Na+].